This data is from Full USPTO retrosynthesis dataset with 1.9M reactions from patents (1976-2016). The task is: Predict the reactants needed to synthesize the given product. (1) Given the product [CH:13]1[CH:12]=[CH:11][C:10]([CH2:7][CH2:8][OH:4])=[CH:15][CH:14]=1, predict the reactants needed to synthesize it. The reactants are: CC(C)([O-:4])C.[K+].[C:7]([C:10]1[CH:15]=[CH:14][CH:13]=[CH:12][CH:11]=1)(=O)[CH3:8].[H][H]. (2) Given the product [Br:1][C:2]1[CH:3]=[C:4]2[C:9](=[CH:10][CH:11]=1)[O:8][CH:7]([C:12]1[CH:17]=[CH:16][CH:15]=[CH:14][CH:13]=1)[CH2:6][C:5]2([CH:20]=[CH2:21])[OH:18], predict the reactants needed to synthesize it. The reactants are: [Br:1][C:2]1[CH:3]=[C:4]2[C:9](=[CH:10][CH:11]=1)[O:8][CH:7]([C:12]1[CH:17]=[CH:16][CH:15]=[CH:14][CH:13]=1)[CH2:6][C:5]2=[O:18].[Br-].[CH2:20]1COC[CH2:21]1. (3) Given the product [C:14]([C:18]1[CH:23]=[C:22]([N:1]2[C:5]([C:6]([O:8][CH3:9])=[O:7])=[CH:4][C:3]([C:10]([O:12][CH3:13])=[O:11])=[N:2]2)[CH:21]=[C:20]([C:33]([CH3:36])([CH3:35])[CH3:34])[N:19]=1)([CH3:17])([CH3:16])[CH3:15], predict the reactants needed to synthesize it. The reactants are: [NH:1]1[C:5]([C:6]([O:8][CH3:9])=[O:7])=[CH:4][C:3]([C:10]([O:12][CH3:13])=[O:11])=[N:2]1.[C:14]([C:18]1[CH:23]=[C:22](B2OC(C)(C)C(C)(C)O2)[CH:21]=[C:20]([C:33]([CH3:36])([CH3:35])[CH3:34])[N:19]=1)([CH3:17])([CH3:16])[CH3:15].N1C=CC=CC=1. (4) Given the product [CH2:15]([NH:22][C:23]([C:25]1[CH:33]=[CH:32][C:28]([C:29]([NH:6][C:5]2[CH:7]=[CH:8][C:2]([Cl:1])=[C:3]([C:9]3[CH:14]=[CH:13][CH:12]=[CH:11][N:10]=3)[CH:4]=2)=[O:30])=[CH:27][N:26]=1)=[O:24])[C:16]1[CH:21]=[CH:20][CH:19]=[CH:18][CH:17]=1, predict the reactants needed to synthesize it. The reactants are: [Cl:1][C:2]1[CH:8]=[CH:7][C:5]([NH2:6])=[CH:4][C:3]=1[C:9]1[CH:14]=[CH:13][CH:12]=[CH:11][N:10]=1.[CH2:15]([NH:22][C:23]([C:25]1[CH:33]=[CH:32][C:28]([C:29](O)=[O:30])=[CH:27][N:26]=1)=[O:24])[C:16]1[CH:21]=[CH:20][CH:19]=[CH:18][CH:17]=1. (5) The reactants are: [NH2:1][C:2]1[C:19]([F:20])=[C:18]([F:21])[C:5]2[N:6]([C:10]3[CH:15]=[CH:14][C:13]([Br:16])=[CH:12][C:11]=3[F:17])[C:7](=[O:9])[NH:8][C:4]=2[C:3]=1[O:22]C.C(Cl)Cl. Given the product [NH2:1][C:2]1[C:19]([F:20])=[C:18]([F:21])[C:5]2[N:6]([C:10]3[CH:15]=[CH:14][C:13]([Br:16])=[CH:12][C:11]=3[F:17])[C:7](=[O:9])[NH:8][C:4]=2[C:3]=1[OH:22], predict the reactants needed to synthesize it. (6) Given the product [C:1]([O:5][C:6]([N:8]1[CH2:9][CH:10]2[CH:14]([CH2:13][N:12]([C:20]([CH:18]3[CH2:19][CH:17]3[F:16])=[O:21])[CH2:11]2)[CH2:15]1)=[O:7])([CH3:4])([CH3:2])[CH3:3], predict the reactants needed to synthesize it. The reactants are: [C:1]([O:5][C:6]([N:8]1[CH2:15][CH:14]2[CH:10]([CH2:11][NH:12][CH2:13]2)[CH2:9]1)=[O:7])([CH3:4])([CH3:3])[CH3:2].[F:16][C@H:17]1[CH2:19][C@H:18]1[C:20](O)=[O:21].C(N(CC)CC)C.F[P-](F)(F)(F)(F)F.N1(OC(N(C)C)=[N+](C)C)C2C=CC=CC=2N=N1.